This data is from Forward reaction prediction with 1.9M reactions from USPTO patents (1976-2016). The task is: Predict the product of the given reaction. (1) Given the reactants [C:1]([N:5]1[C:9]([C:10]([F:13])([F:12])[F:11])=[C:8]([NH:14][C:15]([NH:17][C:18]2[CH:23]=[C:22]([C:24]3[C:35](=[O:36])[N:34]([CH3:37])[C:27]4[N:28]=[C:29](SC)[N:30]=[CH:31][C:26]=4[CH:25]=3)[C:21]([Cl:38])=[CH:20][C:19]=2[F:39])=[O:16])[CH:7]=[N:6]1)([CH3:4])([CH3:3])[CH3:2].C1C=C(Cl)C=C(C(OO)=O)C=1.[CH3:51][NH2:52].C1COCC1, predict the reaction product. The product is: [C:1]([N:5]1[C:9]([C:10]([F:13])([F:12])[F:11])=[C:8]([NH:14][C:15]([NH:17][C:18]2[CH:23]=[C:22]([C:24]3[C:35](=[O:36])[N:34]([CH3:37])[C:27]4[N:28]=[C:29]([NH:52][CH3:51])[N:30]=[CH:31][C:26]=4[CH:25]=3)[C:21]([Cl:38])=[CH:20][C:19]=2[F:39])=[O:16])[CH:7]=[N:6]1)([CH3:4])([CH3:3])[CH3:2]. (2) Given the reactants [Cl:1][C:2]1[CH:3]=[C:4]([S:9]([CH:12]2[CH2:17][CH2:16][NH:15][CH2:14][CH2:13]2)(=[O:11])=[O:10])[CH:5]=[CH:6][C:7]=1[Cl:8].Cl[C:19]1[CH:28]=[CH:27][C:26]2[C:21](=[CH:22][CH:23]=[CH:24][CH:25]=2)[N:20]=1, predict the reaction product. The product is: [Cl:1][C:2]1[CH:3]=[C:4]([S:9]([CH:12]2[CH2:17][CH2:16][N:15]([C:19]3[CH:28]=[CH:27][C:26]4[C:21](=[CH:22][CH:23]=[CH:24][CH:25]=4)[N:20]=3)[CH2:14][CH2:13]2)(=[O:11])=[O:10])[CH:5]=[CH:6][C:7]=1[Cl:8]. (3) Given the reactants C(Cl)(=O)C(Cl)=O.CS(C)=O.[Cl:11][C:12]1[CH:17]=[CH:16][C:15]([C:18]([CH3:29])([CH3:28])[CH2:19][C:20]([OH:27])([C:23]([F:26])([F:25])[F:24])[CH2:21][OH:22])=[CH:14][CH:13]=1.C(N(CC)CC)C, predict the reaction product. The product is: [Cl:11][C:12]1[CH:13]=[CH:14][C:15]([C:18]([CH3:29])([CH3:28])[CH2:19][C:20]([OH:27])([C:23]([F:25])([F:26])[F:24])[CH:21]=[O:22])=[CH:16][CH:17]=1. (4) Given the reactants [F:1][C:2]1[C:3]([F:12])=[CH:4][C:5]2[S:9][C:8]([NH2:10])=[N:7][C:6]=2[CH:11]=1.[Br:13][C:14]1[CH:22]=[CH:21][CH:20]=[CH:19][C:15]=1[C:16](Cl)=[O:17].Br[CH:24]([CH2:29][CH3:30])[C:25]([O:27]C)=[O:26].COC1C=CC2N=C(N)SC=2C=1.ClC1C=C(C=CC=1)C(Cl)=O.BrCC(OCC)=O, predict the reaction product. The product is: [Br:13][C:14]1[CH:22]=[CH:21][CH:20]=[CH:19][C:15]=1[C:16]([N:10]=[C:8]1[N:7]([CH:24]([CH2:29][CH3:30])[C:25]([OH:27])=[O:26])[C:6]2[CH:11]=[C:2]([F:1])[C:3]([F:12])=[CH:4][C:5]=2[S:9]1)=[O:17].